This data is from Forward reaction prediction with 1.9M reactions from USPTO patents (1976-2016). The task is: Predict the product of the given reaction. (1) Given the reactants [NH2:1][C:2]1[CH:7]=[CH:6][CH:5]=[CH:4][CH:3]=1.[CH3:8][S:9](Cl)(=[O:11])=[O:10], predict the reaction product. The product is: [C:2]1([NH:1][S:9]([CH3:8])(=[O:11])=[O:10])[CH:7]=[CH:6][CH:5]=[CH:4][CH:3]=1. (2) Given the reactants FC(F)(F)C(O)=O.[CH2:8]([C:10]1[CH:15]=[C:14]([C:16]([F:19])([F:18])[F:17])[C:13]2[CH2:20][O:21][C@@H:22]3[C@H:26]([C:12]=2[CH:11]=1)[CH2:25][N:24](C(OC(C)(C)C)=O)[CH2:23]3)[CH3:9].[Cl:34]CCl, predict the reaction product. The product is: [ClH:34].[CH2:8]([C:10]1[CH:15]=[C:14]([C:16]([F:18])([F:19])[F:17])[C:13]2[CH2:20][O:21][C@@H:22]3[C@H:26]([C:12]=2[CH:11]=1)[CH2:25][NH:24][CH2:23]3)[CH3:9]. (3) The product is: [CH3:18][C:17]([C:19]([O:21][CH2:22][CH2:23][OH:24])=[O:20])=[CH2:16].[CH2:1]1[O:3][CH:2]1[CH2:4][OH:5]. Given the reactants [CH2:1]1[O:3][CH:2]1[CH2:4][OH:5].[OH-].[K+].C1(C=CC(O)=CC=1)O.[CH3:16][C:17]([C:19]([O:21][CH2:22][CH2:23][OH:24])=[O:20])=[CH2:18], predict the reaction product. (4) Given the reactants [NH2:1][C:2]1[CH:7]=[CH:6][C:5]([C:8]2[CH:13]=[CH:12][C:11]([C@@H:14]([N:16]3[CH2:21][CH2:20][C@:19]([CH2:28][C:29]([OH:32])([CH3:31])[CH3:30])([C:22]4[CH:27]=[CH:26][CH:25]=[CH:24][CH:23]=4)[O:18][C:17]3=[O:33])[CH3:15])=[CH:10][CH:9]=2)=[CH:4][C:3]=1[N+:34]([O-])=O, predict the reaction product. The product is: [NH2:34][C:3]1[CH:4]=[C:5]([C:8]2[CH:9]=[CH:10][C:11]([C@@H:14]([N:16]3[CH2:21][CH2:20][C@:19]([CH2:28][C:29]([OH:32])([CH3:30])[CH3:31])([C:22]4[CH:23]=[CH:24][CH:25]=[CH:26][CH:27]=4)[O:18][C:17]3=[O:33])[CH3:15])=[CH:12][CH:13]=2)[CH:6]=[CH:7][C:2]=1[NH2:1]. (5) Given the reactants [OH-].[Na+].C[O:4][C:5](=[O:35])[CH2:6][CH2:7][C:8]1[CH:13]=[CH:12][C:11]([O:14][CH2:15][CH2:16][C@@H:17]([O:19][C:20]2[CH:25]=[CH:24][C:23]([CH2:26][CH3:27])=[CH:22][C:21]=2[C:28]2[CH:33]=[CH:32][CH:31]=[CH:30][N:29]=2)[CH3:18])=[CH:10][C:9]=1[CH3:34].Cl, predict the reaction product. The product is: [CH2:26]([C:23]1[CH:24]=[CH:25][C:20]([O:19][C@@H:17]([CH3:18])[CH2:16][CH2:15][O:14][C:11]2[CH:12]=[CH:13][C:8]([CH2:7][CH2:6][C:5]([OH:35])=[O:4])=[C:9]([CH3:34])[CH:10]=2)=[C:21]([C:28]2[CH:33]=[CH:32][CH:31]=[CH:30][N:29]=2)[CH:22]=1)[CH3:27]. (6) Given the reactants [C:1]([O:5][C:6]([NH:8][C@H:9]([C:20]([OH:22])=O)[CH2:10][C:11]1[C:19]2[C:14](=[CH:15][CH:16]=[CH:17][CH:18]=2)[NH:13][CH:12]=1)=[O:7])([CH3:4])([CH3:3])[CH3:2].[CH2:23]1[C:32]2[C:27](=[CH:28][CH:29]=[CH:30][CH:31]=2)[CH2:26][CH2:25][NH:24]1.OC1C2N=NNC=2C=CC=1.C(N(C(C)C)CC)(C)C.C(Cl)CCl, predict the reaction product. The product is: [C:1]([O:5][C:6](=[O:7])[NH:8][CH:9]([CH2:10][C:11]1[C:19]2[C:14](=[CH:15][CH:16]=[CH:17][CH:18]=2)[NH:13][CH:12]=1)[C:20]([N:24]1[CH2:25][CH2:26][C:27]2[C:32](=[CH:31][CH:30]=[CH:29][CH:28]=2)[CH2:23]1)=[O:22])([CH3:2])([CH3:3])[CH3:4].